From a dataset of Reaction yield outcomes from USPTO patents with 853,638 reactions. Predict the reaction yield, written as a fraction of the theoretical maximum amount of product (1.0 means a 100% yield; for example, 0.34 means a 34% yield). (1) The product is [Br:1][C:2]1[CH:3]=[CH:4][C:5]([CH3:11])=[C:6]([CH:10]=1)[C:7]([NH:23][C:24]1[C:25]([CH3:36])=[CH:26][C:27]([C:28]([O:30][CH2:31][CH3:32])=[O:29])=[CH:33][C:34]=1[CH3:35])=[O:9]. The reactants are [Br:1][C:2]1[CH:3]=[CH:4][C:5]([CH3:11])=[C:6]([CH:10]=1)[C:7]([OH:9])=O.CN(C=O)C.C(Cl)(=O)C(Cl)=O.[NH2:23][C:24]1[C:34]([CH3:35])=[CH:33][C:27]([C:28]([O:30][CH2:31][CH3:32])=[O:29])=[CH:26][C:25]=1[CH3:36].N1C=CC(N)=CC=1.N1C=CC=CC=1. The catalyst is C1COCC1.C(Cl)Cl. The yield is 0.752. (2) The reactants are [F:1][C:2]1[CH:7]=[CH:6][C:5]([CH2:8][OH:9])=[CH:4][C:3]=1[O:10][CH3:11]. The catalyst is ClCCl.[O-2].[O-2].[Mn+4]. The product is [F:1][C:2]1[CH:7]=[CH:6][C:5]([CH:8]=[O:9])=[CH:4][C:3]=1[O:10][CH3:11]. The yield is 0.850. (3) The reactants are [C:1]([O:5][C:6]([N:8]1[CH2:13][CH2:12][N:11]([C:14]2[C:23]([CH:24]3[CH2:26][CH2:25]3)=[C:22]3[C:17]([CH:18]=[C:19]([C:27]([OH:29])=O)[N:20]=[CH:21]3)=[CH:16][CH:15]=2)[CH2:10][CH2:9]1)=[O:7])([CH3:4])([CH3:3])[CH3:2].[C:30]1([NH2:37])[CH:35]=[CH:34][CH:33]=[CH:32][C:31]=1[NH2:36].C1C=NC2N(O)N=NC=2C=1.CCN=C=NCCCN(C)C.CCN(C(C)C)C(C)C. The catalyst is CN(C=O)C. The product is [NH2:36][C:31]1[CH:32]=[CH:33][CH:34]=[CH:35][C:30]=1[NH:37][C:27]([C:19]1[N:20]=[CH:21][C:22]2[C:17]([CH:18]=1)=[CH:16][CH:15]=[C:14]([N:11]1[CH2:10][CH2:9][N:8]([C:6]([O:5][C:1]([CH3:3])([CH3:2])[CH3:4])=[O:7])[CH2:13][CH2:12]1)[C:23]=2[CH:24]1[CH2:25][CH2:26]1)=[O:29]. The yield is 0.990. (4) The reactants are [C:1]([O:5][C:6]([N:8]1[CH2:13][CH2:12][C:11]([C:21]2[CH:26]=[CH:25][C:24](Br)=[CH:23][CH:22]=2)([C:14]2[CH:19]=[CH:18][C:17]([Cl:20])=[CH:16][CH:15]=2)[CH2:10][CH2:9]1)=[O:7])([CH3:4])([CH3:3])[CH3:2].[B:28]1([B:28]2[O:32][C:31]([CH3:34])([CH3:33])[C:30]([CH3:36])([CH3:35])[O:29]2)[O:32][C:31]([CH3:34])([CH3:33])[C:30]([CH3:36])([CH3:35])[O:29]1.C([O-])(=O)C.[K+]. The catalyst is C(OCC)(=O)C. The product is [C:1]([O:5][C:6]([N:8]1[CH2:13][CH2:12][C:11]([C:14]2[CH:19]=[CH:18][C:17]([Cl:20])=[CH:16][CH:15]=2)([C:21]2[CH:26]=[CH:25][C:24]([B:28]3[O:32][C:31]([CH3:34])([CH3:33])[C:30]([CH3:36])([CH3:35])[O:29]3)=[CH:23][CH:22]=2)[CH2:10][CH2:9]1)=[O:7])([CH3:4])([CH3:3])[CH3:2]. The yield is 0.640. (5) The reactants are [BrH:1].[NH2:2][C:3]1[C:8]([CH2:9]O)=[CH:7][C:6]([Br:11])=[CH:5][N:4]=1. The catalyst is Br. The product is [BrH:11].[NH2:2][C:3]1[C:8]([CH2:9][Br:1])=[CH:7][C:6]([Br:11])=[CH:5][N:4]=1. The yield is 0.860. (6) The reactants are [Cl:1][C:2]1[CH:3]=[C:4]2[C:8](=[CH:9][CH:10]=1)[C:7](=[O:11])[N:6](CC1C=CC(OC)=CC=1)[C:5]2([CH3:22])[CH3:21]. The yield is 0.850. The catalyst is FC(F)(F)C(O)=O. The product is [Cl:1][C:2]1[CH:3]=[C:4]2[C:8](=[CH:9][CH:10]=1)[C:7](=[O:11])[NH:6][C:5]2([CH3:22])[CH3:21].